From a dataset of Forward reaction prediction with 1.9M reactions from USPTO patents (1976-2016). Predict the product of the given reaction. (1) Given the reactants [Si:1]([O:8][CH2:9][C:10]1[S:14][C:13]([Cl:15])=[C:12]([CH:16]([OH:27])[C:17]2[CH:22]=[C:21]([Cl:23])[N:20]=[CH:19][C:18]=2[CH2:24][CH2:25]O)[CH:11]=1)([C:4]([CH3:7])([CH3:6])[CH3:5])([CH3:3])[CH3:2].N1C=CC=CC=1.C1(P(C2C=CC=CC=2)C2C=CC=CC=2)C=CC=CC=1.[I:53]I, predict the reaction product. The product is: [Si:1]([O:8][CH2:9][C:10]1[S:14][C:13]([Cl:15])=[C:12]([CH:16]([C:17]2[C:18]([CH2:24][CH2:25][I:53])=[CH:19][N:20]=[C:21]([Cl:23])[CH:22]=2)[OH:27])[CH:11]=1)([C:4]([CH3:7])([CH3:6])[CH3:5])([CH3:3])[CH3:2]. (2) Given the reactants Cl[C:2]1[N:7]=[N:6][C:5]([N:8]2[CH:12]([OH:13])[CH2:11][N:10]([CH3:14])[C:9]2=[O:15])=[CH:4][C:3]=1[C:16]([F:19])([F:18])[F:17].C([O-])=O.[Na+], predict the reaction product. The product is: [OH:13][CH:12]1[CH2:11][N:10]([CH3:14])[C:9](=[O:15])[N:8]1[C:5]1[N:6]=[N:7][CH:2]=[C:3]([C:16]([F:19])([F:18])[F:17])[CH:4]=1. (3) Given the reactants [CH2:1]([O:8][C:9](=[O:21])[C:10]1[C:15]([F:16])=[C:14]([F:17])[C:13](F)=[C:12]([F:19])[C:11]=1[F:20])[C:2]1[CH:7]=[CH:6][CH:5]=[CH:4][CH:3]=1.C(N(CC)CC)C.[C:29]([O:33][C:34](=[O:41])[NH:35][C@H:36]1[CH2:40][CH2:39][NH:38][CH2:37]1)([CH3:32])([CH3:31])[CH3:30], predict the reaction product. The product is: [CH2:1]([O:8][C:9](=[O:21])[C:10]1[C:11]([F:20])=[C:12]([F:19])[C:13]([N:38]2[CH2:39][CH2:40][C@H:36]([NH:35][C:34]([O:33][C:29]([CH3:32])([CH3:31])[CH3:30])=[O:41])[CH2:37]2)=[C:14]([F:17])[C:15]=1[F:16])[C:2]1[CH:3]=[CH:4][CH:5]=[CH:6][CH:7]=1. (4) Given the reactants F[C:2]1[CH:3]=[CH:4][C:5]([N:8]2[C:16]3[CH:15]=CN=[CH:12][C:11]=3[N:10]=[CH:9]2)=[N:6][CH:7]=1.Br[C:18]1C(F)=CC=C[N:19]=1, predict the reaction product. The product is: [N:6]1[CH:7]=[CH:2][CH:3]=[CH:4][C:5]=1[N:8]1[C:16]2[CH:15]=[N:19][CH:18]=[CH:12][C:11]=2[N:10]=[CH:9]1. (5) The product is: [CH3:1][CH:2]1[N:6]([C:7]2[CH:12]=[CH:11][N:10]=[CH:9][CH:8]=2)[C:5](=[N:13][C:14]#[N:15])[NH:4][CH2:3]1. Given the reactants [CH3:1][CH:2](O)[CH2:3][NH:4][C:5]([NH:13][C:14]#[N:15])=[N:6][C:7]1[CH:12]=[CH:11][N:10]=[CH:9][CH:8]=1.C1(P(C2C=CC=CC=2)C2C=CC=CC=2)C=CC=CC=1.N(C(OC(C)C)=O)=NC(OC(C)C)=O, predict the reaction product.